Dataset: Reaction yield outcomes from USPTO patents with 853,638 reactions. Task: Predict the reaction yield, written as a fraction of the theoretical maximum amount of product (1.0 means a 100% yield; for example, 0.34 means a 34% yield). (1) The reactants are Br[CH2:2][C:3]1[C:10]([N+:11]([O-:13])=[O:12])=[CH:9][CH:8]=[CH:7][C:4]=1[C:5]#[N:6].[NH:14]1[CH2:18][CH2:17][CH2:16][CH2:15]1.C(N(CC)CC)C. The catalyst is C(Cl)Cl. The product is [N+:11]([C:10]1[C:3]([CH2:2][N:14]2[CH2:18][CH2:17][CH2:16][CH2:15]2)=[C:4]([CH:7]=[CH:8][CH:9]=1)[C:5]#[N:6])([O-:13])=[O:12]. The yield is 0.910. (2) The reactants are [C:1]([N:4]1[C:13]2[C:8](=[CH:9][C:10]([C:14]3[CH:15]=[N:16][N:17]([CH2:19][CH2:20][N:21]([CH3:29])[C:22](=[O:28])[O:23][C:24]([CH3:27])([CH3:26])[CH3:25])[CH:18]=3)=[CH:11][CH:12]=2)[C@H:7]([NH2:30])[CH2:6][C@@H:5]1[CH3:31])(=[O:3])[CH3:2].Br[C:33]1[CH:38]=[CH:37][N:36]=[CH:35][CH:34]=1.C1(P(C2CCCCC2)C2C=CC=CC=2C2C(N(C)C)=CC=CC=2)CCCCC1.CC(C)([O-])C.[Na+]. The catalyst is O1CCOCC1.C1C=CC(/C=C/C(/C=C/C2C=CC=CC=2)=O)=CC=1.C1C=CC(/C=C/C(/C=C/C2C=CC=CC=2)=O)=CC=1.C1C=CC(/C=C/C(/C=C/C2C=CC=CC=2)=O)=CC=1.[Pd].[Pd]. The product is [C:1]([N:4]1[C:13]2[C:8](=[CH:9][C:10]([C:14]3[CH:15]=[N:16][N:17]([CH2:19][CH2:20][N:21]([CH3:29])[C:22](=[O:28])[O:23][C:24]([CH3:25])([CH3:26])[CH3:27])[CH:18]=3)=[CH:11][CH:12]=2)[C@H:7]([NH:30][C:33]2[CH:38]=[CH:37][N:36]=[CH:35][CH:34]=2)[CH2:6][C@@H:5]1[CH3:31])(=[O:3])[CH3:2]. The yield is 0.780. (3) The reactants are O.[F:2][C:3]1[CH:8]=[CH:7][C:6]([C:9]2[NH:13][N:12]=[C:11](C(O)=O)[C:10]=2[C:17]2[CH:22]=[CH:21][N:20]=[CH:19][CH:18]=2)=[CH:5][CH:4]=1.ON1C2C=C[CH:31]=[CH:32][C:27]=2N=N1.C([O:37][C:38]([N:40]1[CH2:45]CNC[CH2:41]1)=[O:39])CCC.[CH3:46]N1CCOCC1.[CH3:53][N:54]([CH:56]=[O:57])[CH3:55]. The catalyst is C(OCC)(=O)C. The product is [F:2][C:3]1[CH:8]=[CH:7][C:6]([C:9]2[NH:13][N:12]=[C:11]([C:56]([N:54]3[CH2:55][CH2:45][N:40]([C:38]([O:39][C:32]([CH3:31])([CH3:27])[CH3:46])=[O:37])[CH2:41][CH2:53]3)=[O:57])[C:10]=2[C:17]2[CH:22]=[CH:21][N:20]=[CH:19][CH:18]=2)=[CH:5][CH:4]=1. The yield is 0.784. (4) The reactants are C(=O)([O-])[O-].[Na+].[Na+].FC(F)(F)S(O[C:13]1[CH2:18][CH2:17][N:16]([C:19]([O:21][CH2:22][C:23]2[CH:28]=[CH:27][CH:26]=[CH:25][CH:24]=2)=[O:20])[CH2:15][CH:14]=1)(=O)=O.[OH:31][C:32]1[CH:37]=[CH:36][C:35](B(O)O)=[CH:34][CH:33]=1. The catalyst is O1CCOCC1.O.C(Cl)Cl.C1C=CC(P(C2C=CC=CC=2)[C-]2C=CC=C2)=CC=1.C1C=CC(P(C2C=CC=CC=2)[C-]2C=CC=C2)=CC=1.Cl[Pd]Cl.[Fe+2]. The product is [OH:31][C:32]1[CH:37]=[CH:36][C:35]([C:13]2[CH2:18][CH2:17][N:16]([C:19]([O:21][CH2:22][C:23]3[CH:28]=[CH:27][CH:26]=[CH:25][CH:24]=3)=[O:20])[CH2:15][CH:14]=2)=[CH:34][CH:33]=1. The yield is 0.664. (5) The reactants are Cl[CH2:2][C:3]1[CH:8]=[CH:7][C:6]([C:9]2[C:10]([NH:15][S:16]([C:19]3[CH:24]=[CH:23][C:22]([C:25]#[N:26])=[CH:21][CH:20]=3)(=[O:18])=[O:17])=[N:11][CH:12]=[CH:13][N:14]=2)=[CH:5][CH:4]=1.[CH3:27][NH:28][C:29]1[CH:34]=[CH:33][C:32]([O:35][C:36]([F:39])([F:38])[F:37])=[CH:31][CH:30]=1. No catalyst specified. The product is [C:25]([C:22]1[CH:21]=[CH:20][C:19]([S:16]([NH:15][C:10]2[C:9]([C:6]3[CH:7]=[CH:8][C:3]([CH2:2][N:28]([CH3:27])[C:29]4[CH:34]=[CH:33][C:32]([O:35][C:36]([F:37])([F:38])[F:39])=[CH:31][CH:30]=4)=[CH:4][CH:5]=3)=[N:14][CH:13]=[CH:12][N:11]=2)(=[O:17])=[O:18])=[CH:24][CH:23]=1)#[N:26]. The yield is 0.700. (6) The reactants are Br.C([O:9][C:10]1[C:14]([O:15][CH2:16][C:17]2[CH:22]=[CH:21][CH:20]=[CH:19][CH:18]=2)=[C:13]([C:23](=[O:27])[N:24]([CH3:26])[CH3:25])[N:12]([C:28]2[CH:33]=[CH:32][C:31]([O:34][CH3:35])=[CH:30][CH:29]=2)[C:11]=1[C:36]([O:38][CH2:39][CH3:40])=[O:37])C1C=CC=CC=1. The catalyst is CC(O)=O.C(Cl)Cl. The product is [CH2:16]([O:15][C:14]1[C:10]([OH:9])=[C:11]([C:36]([O:38][CH2:39][CH3:40])=[O:37])[N:12]([C:28]2[CH:29]=[CH:30][C:31]([O:34][CH3:35])=[CH:32][CH:33]=2)[C:13]=1[C:23](=[O:27])[N:24]([CH3:26])[CH3:25])[C:17]1[CH:22]=[CH:21][CH:20]=[CH:19][CH:18]=1. The yield is 0.570.